Dataset: Forward reaction prediction with 1.9M reactions from USPTO patents (1976-2016). Task: Predict the product of the given reaction. (1) Given the reactants [N:1]1([C:7](Cl)=[O:8])[CH2:6][CH2:5][O:4][CH2:3][CH2:2]1.[CH:10]1([N:14]2[CH2:19][CH2:18][CH:17]([O:20][C:21]3[CH:26]=[CH:25][C:24]([N:27]4[CH2:32][CH2:31][NH:30][CH2:29][CH2:28]4)=[CH:23][CH:22]=3)[CH2:16][CH2:15]2)[CH2:13][CH2:12][CH2:11]1.C(NCC)C, predict the reaction product. The product is: [CH:10]1([N:14]2[CH2:19][CH2:18][CH:17]([O:20][C:21]3[CH:26]=[CH:25][C:24]([N:27]4[CH2:32][CH2:31][N:30]([C:7]([N:1]5[CH2:6][CH2:5][O:4][CH2:3][CH2:2]5)=[O:8])[CH2:29][CH2:28]4)=[CH:23][CH:22]=3)[CH2:16][CH2:15]2)[CH2:13][CH2:12][CH2:11]1. (2) Given the reactants Cl[C:2]1[N:7]=[C:6]([NH:8][C:9]2[CH:14]=[CH:13][CH:12]=[C:11]([OH:15])[CH:10]=2)[C:5]([F:16])=[CH:4][N:3]=1.[NH2:17][C:18]1[CH:23]=[CH:22][CH:21]=[C:20]([NH2:24])[CH:19]=1, predict the reaction product. The product is: [NH2:17][C:18]1[CH:19]=[C:20]([NH:24][C:2]2[N:7]=[C:6]([NH:8][C:9]3[CH:14]=[CH:13][CH:12]=[C:11]([OH:15])[CH:10]=3)[C:5]([F:16])=[CH:4][N:3]=2)[CH:21]=[CH:22][CH:23]=1.